From a dataset of Catalyst prediction with 721,799 reactions and 888 catalyst types from USPTO. Predict which catalyst facilitates the given reaction. (1) Reactant: Br[C:2]1[N:3]([CH2:9][O:10][CH2:11][CH2:12][Si:13]([CH3:16])([CH3:15])[CH3:14])[C:4]([Br:8])=[C:5]([Br:7])[N:6]=1.C(=O)([O-])[O-].[Cs+].[Cs+].[Cl:23][C:24]1[CH:29]=[CH:28][CH:27]=[CH:26][C:25]=1B(O)O. Product: [Br:7][C:5]1[N:6]=[C:2]([C:25]2[CH:26]=[CH:27][CH:28]=[CH:29][C:24]=2[Cl:23])[N:3]([CH2:9][O:10][CH2:11][CH2:12][Si:13]([CH3:16])([CH3:15])[CH3:14])[C:4]=1[Br:8]. The catalyst class is: 70. (2) Reactant: Cl.[N:2]1[CH:7]=[CH:6][N:5]=[C:4]2[CH2:8][NH:9][CH:10]([C:12]([O:14][CH3:15])=[O:13])[CH2:11][C:3]=12.C(N(CC)CC)C.[Br:23][C:24]1[CH:29]=[CH:28][C:27]([S:30](Cl)(=[O:32])=[O:31])=[CH:26][CH:25]=1.C(O)(=O)CC(CC(O)=O)(C(O)=O)O. Product: [Br:23][C:24]1[CH:29]=[CH:28][C:27]([S:30]([N:9]2[CH:10]([C:12]([O:14][CH3:15])=[O:13])[CH2:11][C:3]3[C:4](=[N:5][CH:6]=[CH:7][N:2]=3)[CH2:8]2)(=[O:32])=[O:31])=[CH:26][CH:25]=1. The catalyst class is: 127. (3) Reactant: [NH2:1][C:2]1[N:3]=[C:4]([Cl:23])[C:5]2[CH2:10][C:9](=[O:11])[N:8]([CH2:12][C:13]3[C:18]([CH3:19])=[C:17]([O:20][CH3:21])[C:16]([CH3:22])=[CH:15][N:14]=3)[C:6]=2[N:7]=1.[CH:24]([C:26]1[NH:30][CH:29]=[C:28]([C:31]([OH:33])=[O:32])[CH:27]=1)=O.N1CCCCC1. Product: [NH2:1][C:2]1[N:3]=[C:4]([Cl:23])[C:5]2=[C:6]([N:8]([CH2:12][C:13]3[C:18]([CH3:19])=[C:17]([O:20][CH3:21])[C:16]([CH3:22])=[CH:15][N:14]=3)[C:9](=[O:11])/[C:10]/2=[CH:24]\[C:26]2[NH:30][CH:29]=[C:28]([C:31]([OH:33])=[O:32])[CH:27]=2)[N:7]=1. The catalyst class is: 14. (4) Reactant: [C:1]1([NH:7][C:8]2[CH:13]=[CH:12][CH:11]=[CH:10][CH:9]=2)[CH:6]=[CH:5][CH:4]=[CH:3][CH:2]=1.[C:14]([C:18]1[CH:23]=[C:22]([CH3:24])[C:21](Br)=[C:20]([CH3:26])[CH:19]=1)([CH3:17])([CH3:16])[CH3:15].C(O[Na])(C)(C)C.C(P(C(C)(C)C)C(C)(C)C)(C)(C)C. Product: [C:8]1([N:7]([C:1]2[CH:2]=[CH:3][CH:4]=[CH:5][CH:6]=2)[C:21]2[C:22]([CH3:24])=[CH:23][C:18]([C:14]([CH3:17])([CH3:16])[CH3:15])=[CH:19][C:20]=2[CH3:26])[CH:9]=[CH:10][CH:11]=[CH:12][CH:13]=1. The catalyst class is: 110.